This data is from Full USPTO retrosynthesis dataset with 1.9M reactions from patents (1976-2016). The task is: Predict the reactants needed to synthesize the given product. (1) Given the product [Cl:14][C:10]1[CH:11]=[CH:12][CH:13]=[C:2]([Cl:1])[C:3]=1[CH2:4][C:5]1[NH:9][C:8](=[S:28])[NH:7][CH:6]=1, predict the reactants needed to synthesize it. The reactants are: [Cl:1][C:2]1[CH:13]=[CH:12][CH:11]=[C:10]([Cl:14])[C:3]=1[CH2:4][C:5]1[NH:9][CH:8]=[N:7][CH:6]=1.C([O-])(O)=O.[Na+].C1C=CC(OC(Cl)=[S:28])=CC=1. (2) Given the product [NH2:1][C:4]1[C:13]2[C:8](=[CH:9][CH:10]=[CH:11][CH:12]=2)[C:7]([O:14][CH:15]([C:17]2[CH:22]=[CH:21][N:20]=[C:19]([NH2:23])[CH:18]=2)[CH3:16])=[CH:6][CH:5]=1, predict the reactants needed to synthesize it. The reactants are: [N+:1]([C:4]1[C:13]2[C:8](=[CH:9][CH:10]=[CH:11][CH:12]=2)[C:7]([O:14][CH:15]([C:17]2[CH:22]=[CH:21][N:20]=[C:19]([NH2:23])[CH:18]=2)[CH3:16])=[CH:6][CH:5]=1)([O-])=O.[H][H].